From a dataset of Full USPTO retrosynthesis dataset with 1.9M reactions from patents (1976-2016). Predict the reactants needed to synthesize the given product. (1) Given the product [O:1]=[C:2]1[NH:7][C:6](=[O:8])[CH:5]=[CH:4][N:3]1[C:9]1[CH:10]=[C:11]([C:32]2[S:37][CH:34]=[CH:35][CH:36]=2)[C:12]([O:30][CH3:31])=[C:13]([C:15]2[CH:23]=[C:22]3[C:18]([C:19]([CH2:24][NH:25][S:26]([CH3:29])(=[O:28])=[O:27])=[CH:20][CH2:21]3)=[CH:17][CH:16]=2)[CH:14]=1, predict the reactants needed to synthesize it. The reactants are: [O:1]=[C:2]1[NH:7][C:6](=[O:8])[CH:5]=[CH:4][N:3]1[C:9]1[CH:10]=[C:11]([C:32]2O[CH:34]=[CH:35][CH:36]=2)[C:12]([O:30][CH3:31])=[C:13]([C:15]2[CH:23]=[C:22]3[C:18]([C:19]([CH2:24][NH:25][S:26]([CH3:29])(=[O:28])=[O:27])=[CH:20][CH2:21]3)=[CH:17][CH:16]=2)[CH:14]=1.[S:37]1C=CC=C1B(O)O. (2) Given the product [CH3:16][N:17]1[CH2:18][CH2:19][N:20]([CH2:23][C@@H:24]2[CH2:28][CH2:27][CH2:26][N:25]2[S:12]([C:7]2[CH:8]=[C:9]3[C:4](=[CH:5][CH:6]=2)[NH:3][C:2](=[O:1])[C:10]3=[O:11])(=[O:14])=[O:13])[CH2:21][CH2:22]1, predict the reactants needed to synthesize it. The reactants are: [O:1]=[C:2]1[C:10](=[O:11])[C:9]2[C:4](=[CH:5][CH:6]=[C:7]([S:12](Cl)(=[O:14])=[O:13])[CH:8]=2)[NH:3]1.[CH3:16][N:17]1[CH2:22][CH2:21][N:20]([CH2:23][C@@H:24]2[CH2:28][CH2:27][CH2:26][NH:25]2)[CH2:19][CH2:18]1.